From a dataset of Kir2.1 potassium channel HTS with 301,493 compounds. Binary Classification. Given a drug SMILES string, predict its activity (active/inactive) in a high-throughput screening assay against a specified biological target. (1) The drug is S=C(N(Cc1ccccc1)Cc1cccnc1)NCC(=O)NC(c1ccccc1)C. The result is 0 (inactive). (2) The compound is s1c(NC(=O)CCC(=O)N(CC(=O)NC(CC)(C)C)Cc2occc2)ncc1. The result is 0 (inactive).